From a dataset of Forward reaction prediction with 1.9M reactions from USPTO patents (1976-2016). Predict the product of the given reaction. (1) Given the reactants [Cl:1][C:2]1[C:7]([N:8]([S:13]([CH3:16])(=[O:15])=[O:14])S(C)(=O)=O)=[CH:6][C:5]([C:17]2[S:21][C:20](Cl)=[N:19][C:18]=2[CH3:23])=[CH:4][N:3]=1.[CH3:24][NH2:25], predict the reaction product. The product is: [Cl:1][C:2]1[C:7]([NH:8][S:13]([CH3:16])(=[O:14])=[O:15])=[CH:6][C:5]([C:17]2[S:21][C:20]([NH:25][CH3:24])=[N:19][C:18]=2[CH3:23])=[CH:4][N:3]=1. (2) The product is: [C:19]([C:22]1[O:23][CH:24]=[C:25]([C:27]([NH:1][CH2:2][C@@H:3]([N:5]2[CH:9]=[CH:8][C:7]([C:10]3[CH:17]=[CH:16][C:13]([C:14]#[N:15])=[C:12]([Cl:18])[CH:11]=3)=[N:6]2)[CH3:4])=[O:28])[N:26]=1)(=[O:21])[CH3:20]. Given the reactants [NH2:1][CH2:2][C@@H:3]([N:5]1[CH:9]=[CH:8][C:7]([C:10]2[CH:17]=[CH:16][C:13]([C:14]#[N:15])=[C:12]([Cl:18])[CH:11]=2)=[N:6]1)[CH3:4].[C:19]([C:22]1[O:23][CH:24]=[C:25]([C:27](O)=[O:28])[N:26]=1)(=[O:21])[CH3:20], predict the reaction product. (3) Given the reactants C([NH:5][C:6]1[C:15]2[CH:14]=[CH:13][CH:12]=[C:11]([C:16]([NH:18][C:19]3[CH:24]=[C:23]([C:25](=[O:37])[NH:26][C:27]4[CH:32]=[CH:31][CH:30]=[C:29]([C:33](F)(F)F)[CH:28]=4)[CH:22]=[CH:21][C:20]=3[CH3:38])=[O:17])[C:10]=2[CH:9]=[CH:8][N:7]=1)(C)(C)C.[NH2:39]C1C=C(C)C=C(C)N=1, predict the reaction product. The product is: [NH2:5][C:6]1[C:15]2[CH:14]=[CH:13][CH:12]=[C:11]([C:16]([NH:18][C:19]3[CH:24]=[C:23]([C:25](=[O:37])[NH:26][C:27]4[CH:28]=[C:29]([CH3:33])[CH:30]=[C:31]([CH3:32])[N:39]=4)[CH:22]=[CH:21][C:20]=3[CH3:38])=[O:17])[C:10]=2[CH:9]=[CH:8][N:7]=1. (4) Given the reactants [NH2:1][CH:2]1[CH2:7][CH2:6][N:5]([CH2:8][CH2:9][N:10]2[C:15]3[CH:16]=[C:17]([Cl:20])[CH:18]=[CH:19][C:14]=3[N+:13]([O-:21])=[N:12][C:11]2=[O:22])[CH2:4][CH2:3]1.[O:23]1[C:32]2[CH:31]=[C:30]([CH:33]=O)[N:29]=[CH:28][C:27]=2[O:26][CH2:25][CH2:24]1.C(O[BH3-])(=O)C.[Na+].CO, predict the reaction product. The product is: [Cl:20][C:17]1[CH:18]=[CH:19][C:14]2[N+:13]([O-:21])=[N:12][C:11](=[O:22])[N:10]([CH2:9][CH2:8][N:5]3[CH2:4][CH2:3][CH:2]([NH:1][CH2:33][C:30]4[N:29]=[CH:28][C:27]5[O:26][CH2:25][CH2:24][O:23][C:32]=5[CH:31]=4)[CH2:7][CH2:6]3)[C:15]=2[CH:16]=1. (5) Given the reactants [OH:1][C@@H:2]([C@H:4]1[C:25](=[O:26])[N:6]2[C@@H:7]([C:12]([O:14][CH2:15][C:16]3[CH:21]=[CH:20][C:19]([N+:22]([O-:24])=[O:23])=[CH:18][CH:17]=3)=[O:13])[C:8](=O)[C@H:9]([CH3:10])[C@H:5]12)[CH3:3].[C:27]([C:30]1[N:31]=[CH:32][N:33]2[CH:37]=[C:36]([Sn](CCCC)(CCCC)CCCC)[S:35][C:34]=12)(=[O:29])[CH3:28], predict the reaction product. The product is: [C:27]([C:30]1[N:31]=[CH:32][N:33]2[CH:37]=[C:36]([C:8]3[C@H:9]([CH3:10])[C@@H:5]4[C@@H:4]([C@H:2]([OH:1])[CH3:3])[C:25](=[O:26])[N:6]4[C:7]=3[C:12]([O:14][CH2:15][C:16]3[CH:21]=[CH:20][C:19]([N+:22]([O-:24])=[O:23])=[CH:18][CH:17]=3)=[O:13])[S:35][C:34]=12)(=[O:29])[CH3:28]. (6) Given the reactants [I:1][C:2]1[CH:3]=[C:4]2[C:8](=[CH:9][CH:10]=1)[NH:7][C:6](=[O:11])[C:5]2=O.[C:13]([OH:19])([C:15](F)(F)F)=[O:14].COC(=O)CC[CH2:25][CH2:26][CH2:27][CH2:28][CH2:29][C:30]([NH:32][C:33]1[CH:49]=[CH:48][C:36]([C:37]([NH:39][NH:40]C(OC(C)(C)C)=O)=[O:38])=[CH:35][CH:34]=1)=[O:31].[C:51](O)(=O)C, predict the reaction product. The product is: [I:1][C:2]1[CH:3]=[C:4]2[C:8](=[CH:9][CH:10]=1)[NH:7][C:6](=[O:11])[C:5]2=[N:40][NH:39][C:37]([C:36]1[CH:48]=[CH:49][C:33]([NH:32][C:30](=[O:31])[CH2:29][CH2:28][CH2:27][CH2:26][CH2:25][CH2:15][C:13]([O:19][CH3:51])=[O:14])=[CH:34][CH:35]=1)=[O:38]. (7) Given the reactants [C:1]([O:4][C:5]1[CH:6]=[C:7]2[C:12](=[CH:13][C:14]=1[O:15][CH3:16])[N:11]=[CH:10][NH:9][C:8]2=O)(=[O:3])[CH3:2].[Br:18][C:19]1[CH:20]=[C:21]([CH:23]=[CH:24][CH:25]=1)[NH2:22], predict the reaction product. The product is: [C:1]([O:4][C:5]1[CH:6]=[C:7]2[C:12](=[CH:13][C:14]=1[O:15][CH3:16])[N:11]=[CH:10][N:9]=[C:8]2[NH:22][C:21]1[CH:23]=[CH:24][CH:25]=[C:19]([Br:18])[CH:20]=1)(=[O:3])[CH3:2].